Dataset: Full USPTO retrosynthesis dataset with 1.9M reactions from patents (1976-2016). Task: Predict the reactants needed to synthesize the given product. (1) The reactants are: [CH2:1]([O:8][C:9]1[C:16]([Br:17])=[CH:15][CH:14]=[CH:13][C:10]=1C=O)[C:2]1[CH:7]=[CH:6][CH:5]=[CH:4][CH:3]=1.ClC1C=CC=C(C(OO)=[O:26])C=1.[O-2].[Al+3].[O-2].[O-2].[Al+3]. Given the product [CH2:1]([O:8][C:9]1[C:16]([Br:17])=[CH:15][CH:14]=[CH:13][C:10]=1[OH:26])[C:2]1[CH:7]=[CH:6][CH:5]=[CH:4][CH:3]=1, predict the reactants needed to synthesize it. (2) Given the product [C:1]([C:4]1[CH:5]([C:25]2[CH:30]=[CH:29][C:28]([N+:31]([O-:33])=[O:32])=[CH:27][CH:26]=2)[C:6]([C:18]([OH:20])=[O:19])=[C:7]([CH2:11][CH2:12][CH2:13][CH2:14][N:15]=[N+:16]=[N-:17])[NH:8][C:9]=1[CH3:10])(=[O:3])[CH3:2], predict the reactants needed to synthesize it. The reactants are: [C:1]([C:4]1[CH:5]([C:25]2[CH:30]=[CH:29][C:28]([N+:31]([O-:33])=[O:32])=[CH:27][CH:26]=2)[C:6]([C:18]([O:20]CCC#N)=[O:19])=[C:7]([CH2:11][CH2:12][CH2:13][CH2:14][N:15]=[N+:16]=[N-:17])[NH:8][C:9]=1[CH3:10])(=[O:3])[CH3:2].[OH-].[K+]. (3) The reactants are: Br[CH2:2][C:3]1[N:12]=[C:11]([Cl:13])[C:10]([Cl:14])=[CH:9][C:4]=1[C:5]([O:7][CH3:8])=[O:6].C[O:16][C:17]1[CH2:18][CH2:19][CH2:20][N:21]=1.O. Given the product [Cl:14][C:10]1[C:11]([Cl:13])=[N:12][C:3]([CH2:2][N:21]2[CH2:20][CH2:19][CH2:18][C:17]2=[O:16])=[C:4]([CH:9]=1)[C:5]([O:7][CH3:8])=[O:6], predict the reactants needed to synthesize it. (4) Given the product [CH3:16][C:7]1[C:8]([CH3:15])=[C:9]([CH3:14])[C:10]([CH3:13])=[C:11]([CH3:12])[C:6]=1[NH:3][CH2:2][CH2:1][NH2:4], predict the reactants needed to synthesize it. The reactants are: [CH2:1]([NH2:4])[CH2:2][NH2:3].Br[C:6]1[C:11]([CH3:12])=[C:10]([CH3:13])[C:9]([CH3:14])=[C:8]([CH3:15])[C:7]=1[CH3:16].CC(C)([O-])C.[Na+].O. (5) Given the product [ClH:32].[NH2:24][CH2:23][C:7]1[N:8]([CH2:18][C:19]([CH3:20])([CH3:22])[CH3:21])[C:9](=[O:17])[C:10]2[C:15]([C:6]=1[O:5][CH2:1][CH2:2][CH2:3][CH3:4])=[CH:14][CH:13]=[C:12]([F:16])[CH:11]=2, predict the reactants needed to synthesize it. The reactants are: [CH2:1]([O:5][C:6]1[C:15]2[C:10](=[CH:11][C:12]([F:16])=[CH:13][CH:14]=2)[C:9](=[O:17])[N:8]([CH2:18][C:19]([CH3:22])([CH3:21])[CH3:20])[C:7]=1[CH2:23][NH:24]C(=O)OC(C)(C)C)[CH2:2][CH2:3][CH3:4].[ClH:32].